From a dataset of Reaction yield outcomes from USPTO patents with 853,638 reactions. Predict the reaction yield, written as a fraction of the theoretical maximum amount of product (1.0 means a 100% yield; for example, 0.34 means a 34% yield). (1) The reactants are [NH2:1][C:2]1[CH:3]=[C:4]2[C:9](=[CH:10][CH:11]=1)[CH2:8][N:7]([C:12]([O:14][C:15]([CH3:18])([CH3:17])[CH3:16])=[O:13])[CH2:6][CH2:5]2.Br[C:20]1[C:21](=[O:28])[N:22]([CH3:27])[CH:23]=[C:24]([Br:26])[N:25]=1.C(N(CC)CC)C. The catalyst is CC(O)C. The product is [Br:26][C:24]1[N:25]=[C:20]([NH:1][C:2]2[CH:3]=[C:4]3[C:9](=[CH:10][CH:11]=2)[CH2:8][N:7]([C:12]([O:14][C:15]([CH3:18])([CH3:17])[CH3:16])=[O:13])[CH2:6][CH2:5]3)[C:21](=[O:28])[N:22]([CH3:27])[CH:23]=1. The yield is 0.650. (2) The reactants are C([CH2:5][C:6]([NH2:8])=[O:7])C1OC1.[C:9]([NH:13][C:14]1[CH:19]=[CH:18][C:17]([N:20]2[CH2:25][CH2:24][O:23][CH2:22][CH2:21]2)=[C:16]([F:26])[CH:15]=1)([O:11]C)=O.[CH3:27][C:28](C)([O-:30])[CH3:29].[Li+]. The catalyst is C1COCC1. The product is [F:26][C:16]1[CH:15]=[C:14]([N:13]2[CH2:27][CH:28]([CH2:29][NH:8][C:6](=[O:7])[CH3:5])[O:30][C:9]2=[O:11])[CH:19]=[CH:18][C:17]=1[N:20]1[CH2:25][CH2:24][O:23][CH2:22][CH2:21]1. The yield is 0.800. (3) The reactants are C(OC(=O)[NH:10][CH2:11][CH2:12][CH2:13][CH2:14][C:15]1[CH:20]=[CH:19][C:18]([O:21][CH2:22][C:23](=[O:31])[N:24]([CH2:28][CH2:29][OH:30])[CH2:25][CH2:26][OH:27])=[CH:17][CH:16]=1)C1C=CC=CC=1.[H][H]. The catalyst is C(O)C.[Pd]. The product is [NH2:10][CH2:11][CH2:12][CH2:13][CH2:14][C:15]1[CH:20]=[CH:19][C:18]([O:21][CH2:22][C:23]([N:24]([CH2:28][CH2:29][OH:30])[CH2:25][CH2:26][OH:27])=[O:31])=[CH:17][CH:16]=1. The yield is 0.720.